Task: Predict the product of the given reaction.. Dataset: Forward reaction prediction with 1.9M reactions from USPTO patents (1976-2016) (1) The product is: [CH2:51]([O:52][C:28]([NH:40][CH:14]1[CH2:13][C:9]2([CH2:10][O:11][CH2:12]2)[N:8]([C:6]([O:5][C:1]([CH3:2])([CH3:3])[CH3:4])=[O:7])[CH2:15]1)=[O:27])[C:45]1[CH:50]=[CH:49][CH:48]=[CH:47][CH:46]=1. Given the reactants [C:1]([O:5][C:6]([N:8]1[CH2:15][CH:14](C(O)=O)[CH2:13][C:9]21[CH2:12][O:11][CH2:10]2)=[O:7])([CH3:4])([CH3:3])[CH3:2].P(N=[N+]=[N-])(=O)([O:27][C:28]1C=CC=CC=1)OC1C=CC=CC=1.CC[N:40](CC)CC.[C:45]1([CH2:51][OH:52])[CH:50]=[CH:49][CH:48]=[CH:47][CH:46]=1, predict the reaction product. (2) Given the reactants Br[C:2]1[CH:7]=[CH:6][CH:5]=[CH:4][C:3]=1[CH2:8][C:9]([OH:11])=[O:10].[N+:12]([C:15]1[CH:16]=[C:17]([CH:19]=[CH:20][C:21]=1[F:22])[NH2:18])([O-:14])=[O:13], predict the reaction product. The product is: [N+:12]([C:15]1[CH:16]=[C:17]([NH:18][C:2]2[CH:7]=[CH:6][CH:5]=[CH:4][C:3]=2[CH2:8][C:9]([OH:11])=[O:10])[CH:19]=[CH:20][C:21]=1[F:22])([O-:14])=[O:13]. (3) Given the reactants [CH3:1][O:2][C:3]1[CH:4]=[C:5]2[C:10](=[CH:11][CH:12]=1)[N:9]=[C:8]([NH:13][CH:14]1[CH2:19][CH2:18][CH2:17][CH:16]([NH2:20])[CH2:15]1)[CH:7]=[C:6]2[CH3:21].[N:22]1[CH:27]=[CH:26][CH:25]=[CH:24][C:23]=1[CH:28]=O.CC(O)=O, predict the reaction product. The product is: [CH3:1][O:2][C:3]1[CH:4]=[C:5]2[C:10](=[CH:11][CH:12]=1)[N:9]=[C:8]([NH:13][CH:14]1[CH2:19][CH2:18][CH2:17][CH:16]([NH:20][CH2:28][C:23]3[CH:24]=[CH:25][CH:26]=[CH:27][N:22]=3)[CH2:15]1)[CH:7]=[C:6]2[CH3:21]. (4) The product is: [Cl:8][C:9]1[CH:10]=[C:11]([C:19]2[O:23][N:22]=[C:21]([C:24]3[C:25]([CH3:34])=[C:26]4[C:31](=[CH:32][CH:33]=3)[CH2:30][N:29]([CH2:48][CH2:47][C:46]([O:50][CH2:51][CH3:52])=[O:49])[CH2:28][CH2:27]4)[N:20]=2)[CH:12]=[CH:13][C:14]=1[O:15][CH:16]([CH3:18])[CH3:17]. Given the reactants FC(F)(F)C(O)=O.[Cl:8][C:9]1[CH:10]=[C:11]([C:19]2[O:23][N:22]=[C:21]([C:24]3[C:25]([CH3:34])=[C:26]4[C:31](=[CH:32][CH:33]=3)[CH2:30][NH:29][CH2:28][CH2:27]4)[N:20]=2)[CH:12]=[CH:13][C:14]=1[O:15][CH:16]([CH3:18])[CH3:17].N12CCCN=C1CCCCC2.[C:46]([O:50][CH2:51][CH3:52])(=[O:49])[CH:47]=[CH2:48], predict the reaction product. (5) Given the reactants Br[C:2]1[CH:3]=[C:4]([C:8]([OH:14])([CH3:13])[C:9]([F:12])([F:11])[F:10])[CH:5]=[N:6][CH:7]=1.[B:15]1(B2OC(C)(C)C(C)(C)O2)[O:19]C(C)(C)C(C)(C)[O:16]1.C1(P(C2CCCCC2)C2CCCCC2)CCCCC1.C([O-])(=O)C.[K+], predict the reaction product. The product is: [F:10][C:9]([F:12])([F:11])[C:8]([C:4]1[CH:3]=[C:2]([B:15]([OH:19])[OH:16])[CH:7]=[N:6][CH:5]=1)([OH:14])[CH3:13]. (6) Given the reactants [CH3:1][C:2]1[CH:3]=[CH:4][C:5]([C:12]2[CH:13]=[N:14][N:15]([CH3:17])[CH:16]=2)=[C:6]([CH:11]=1)[C:7]([O:9]C)=[O:8].[Li+].[OH-], predict the reaction product. The product is: [CH3:1][C:2]1[CH:3]=[CH:4][C:5]([C:12]2[CH:13]=[N:14][N:15]([CH3:17])[CH:16]=2)=[C:6]([CH:11]=1)[C:7]([OH:9])=[O:8]. (7) Given the reactants FC(F)(F)C(O)=O.[Cl:8][C:9]1[CH:14]=[C:13]([Cl:15])[CH:12]=[CH:11][C:10]=1[C:16]1[N:21]=[C:20]([NH:22][CH:23]([CH3:26])[CH2:24][NH2:25])[N:19]2[CH:27]=[CH:28][N:29]=[C:18]2[CH:17]=1.[NH2:30][C:31]1[C:36]([N+:37]([O-:39])=[O:38])=[CH:35][CH:34]=[C:33](Cl)[N:32]=1.C(N(CC)C(C)C)(C)C, predict the reaction product. The product is: [Cl:8][C:9]1[CH:14]=[C:13]([Cl:15])[CH:12]=[CH:11][C:10]=1[C:16]1[N:21]=[C:20]([NH:22][CH:23]([CH3:26])[CH2:24][NH:25][C:33]2[N:32]=[C:31]([NH2:30])[C:36]([N+:37]([O-:39])=[O:38])=[CH:35][CH:34]=2)[N:19]2[CH:27]=[CH:28][N:29]=[C:18]2[CH:17]=1. (8) Given the reactants [CH2:1]1[C:3]2([CH2:8][CH2:7][NH:6][CH:5]([C:9]([NH:11][C@H:12]([C:14]3[CH:22]=[CH:21][C:17]([C:18]([OH:20])=[O:19])=[CH:16][CH:15]=3)[CH3:13])=[O:10])[CH2:4]2)[CH2:2]1.C([O-])([O-])=O.[Na+].[Na+].[F:29][C:30]([F:40])([F:39])[C:31]1[CH:38]=[CH:37][C:34]([CH2:35]Br)=[CH:33][CH:32]=1, predict the reaction product. The product is: [F:29][C:30]([F:40])([F:39])[C:31]1[CH:38]=[CH:37][C:34]([CH2:35][N:6]2[CH2:7][CH2:8][C:3]3([CH2:2][CH2:1]3)[CH2:4][CH:5]2[C:9]([NH:11][C@H:12]([C:14]2[CH:22]=[CH:21][C:17]([C:18]([O:20][CH2:35][C:34]3[CH:33]=[CH:32][C:31]([C:30]([F:29])([F:39])[F:40])=[CH:38][CH:37]=3)=[O:19])=[CH:16][CH:15]=2)[CH3:13])=[O:10])=[CH:33][CH:32]=1. (9) Given the reactants [NH2:1][C:2]1[CH:7]=[C:6](Cl)[C:5]([S:9](=[O:12])(=[O:11])[NH2:10])=[CH:4][C:3]=1[S:13]([NH2:16])(=[O:15])=[O:14], predict the reaction product. The product is: [NH2:1][C:2]1[CH:7]=[CH:6][C:5]([S:9](=[O:11])(=[O:12])[NH2:10])=[CH:4][C:3]=1[S:13]([NH2:16])(=[O:15])=[O:14]. (10) The product is: [Cl:12][C:13]1[CH:36]=[C:35]([Cl:37])[CH:34]=[CH:33][C:14]=1[CH2:15][O:16][C:17]1[CH:32]=[CH:31][C:20]2[C:21]([O:27][CH2:28][O:29][CH3:30])=[C:22]([C:24]([NH2:3])=[O:25])[S:23][C:19]=2[CH:18]=1. Given the reactants CC[N:3]=C=NCCCN(C)C.[Cl:12][C:13]1[CH:36]=[C:35]([Cl:37])[CH:34]=[CH:33][C:14]=1[CH2:15][O:16][C:17]1[CH:32]=[CH:31][C:20]2[C:21]([O:27][CH2:28][O:29][CH3:30])=[C:22]([C:24](O)=[O:25])[S:23][C:19]=2[CH:18]=1.CN(C=O)C, predict the reaction product.